Dataset: Full USPTO retrosynthesis dataset with 1.9M reactions from patents (1976-2016). Task: Predict the reactants needed to synthesize the given product. (1) Given the product [S:1]1[C:5]2[CH:6]=[C:7]([NH:10][C:11]3[N:16]=[CH:15][C:14]([C:17]4[O:21][C:20]([CH2:22][OH:23])=[N:19][N:18]=4)=[C:13]([NH:26][CH:27]([CH3:29])[CH3:28])[CH:12]=3)[CH:8]=[CH:9][C:4]=2[N:3]=[CH:2]1, predict the reactants needed to synthesize it. The reactants are: [S:1]1[C:5]2[CH:6]=[C:7]([NH:10][C:11]3[N:16]=[CH:15][C:14]([C:17]4[O:21][C:20]([C:22](OC)=[O:23])=[N:19][N:18]=4)=[C:13]([NH:26][CH:27]([CH3:29])[CH3:28])[CH:12]=3)[CH:8]=[CH:9][C:4]=2[N:3]=[CH:2]1.CO.[Li+].[BH4-]. (2) The reactants are: [C:1]([O-])([O-])=O.[K+].[K+].[O:7]=[C:8]([CH2:14][CH2:15][CH2:16][CH2:17][CH2:18][CH3:19])[CH2:9][C:10]([O:12][CH3:13])=[O:11].CI. Given the product [CH3:1][CH:9]([C:8](=[O:7])[CH2:14][CH2:15][CH2:16][CH2:17][CH2:18][CH3:19])[C:10]([O:12][CH3:13])=[O:11], predict the reactants needed to synthesize it. (3) The reactants are: [CH3:1][O:2][C:3](=[O:22])[C:4]1[CH:9]=[CH:8][C:7]([C:10]([F:13])([F:12])[F:11])=[C:6]([O:14]CC2C=CC=CC=2)[CH:5]=1. Given the product [CH3:1][O:2][C:3](=[O:22])[C:4]1[CH:9]=[CH:8][C:7]([C:10]([F:13])([F:12])[F:11])=[C:6]([OH:14])[CH:5]=1, predict the reactants needed to synthesize it. (4) Given the product [CH3:24][NH:25][CH2:2][CH2:3][CH2:4][CH:5]1[CH2:14][C:13]2[C:8](=[CH:9][CH:10]=[CH:11][CH:12]=2)[N:7]([C:15]2[CH:20]=[CH:19][CH:18]=[CH:17][CH:16]=2)[C:6]1=[O:21], predict the reactants needed to synthesize it. The reactants are: Cl[CH2:2][CH2:3][CH2:4][CH:5]1[CH2:14][C:13]2[C:8](=[CH:9][CH:10]=[CH:11][CH:12]=2)[N:7]([C:15]2[CH:20]=[CH:19][CH:18]=[CH:17][CH:16]=2)[C:6]1=[O:21].[I-].[K+].[CH3:24][NH2:25].O. (5) Given the product [CH3:48][O:47][CH2:42][CH2:41][O:32][CH2:31][C:28]1[CH:29]=[N:30][C:25]([C:22]2[CH:23]=[CH:24][C:19]([CH2:18][CH2:17][CH2:16][O:15][C:10]3[CH:11]=[C:12]4[C:7](=[CH:8][CH:9]=3)[CH2:6][N:5]([S:2]([CH3:1])(=[O:4])=[O:3])[CH2:14][CH2:13]4)=[CH:20][CH:21]=2)=[N:26][CH:27]=1, predict the reactants needed to synthesize it. The reactants are: [CH3:1][S:2]([N:5]1[CH2:14][CH2:13][C:12]2[C:7](=[CH:8][CH:9]=[C:10]([O:15][CH2:16][CH2:17][CH2:18][C:19]3[CH:24]=[CH:23][C:22]([C:25]4[N:30]=[CH:29][C:28]([CH2:31][OH:32])=[CH:27][N:26]=4)=[CH:21][CH:20]=3)[CH:11]=2)[CH2:6]1)(=[O:4])=[O:3].CS(N1CCC2C(=C[CH:41]=[C:42]([O:47][CH2:48]CCC3C=CC(B4OC(C)(C)C(C)(C)O4)=CC=3)C=2)C1)(=O)=O.ClC1N=CC(CO)=CN=1.C([O-])([O-])=O.[Na+].[Na+]. (6) Given the product [Br:42][C:43]1[CH:44]=[C:45]2[C:49](=[CH:50][CH:51]=1)[NH:48][C:47]([C:61]([NH2:7])=[O:62])=[C:46]2[S:66]([N:69]1[CH2:74][CH2:73][O:72][C@@H:71]([CH2:75][O:76][C:77]2[CH:78]=[CH:79][CH:80]=[CH:81][CH:82]=2)[CH2:70]1)(=[O:68])=[O:67], predict the reactants needed to synthesize it. The reactants are: ClC1C=C2C(=CC=1)[N:7](S(C1C=CC=CC=1)(=O)=O)C(C(OCC)=O)=C2S(N1CCOC(COC2C=CC=CC=2)C1)(=O)=O.[Br:42][C:43]1[CH:44]=[C:45]2[C:49](=[CH:50][CH:51]=1)[N:48](S(C1C=CC=CC=1)(=O)=O)[C:47]([C:61](OCC)=[O:62])=[C:46]2[S:66]([N:69]1[CH2:74][CH2:73][O:72][CH:71]([CH2:75][O:76][C:77]2[CH:82]=[CH:81][CH:80]=[CH:79][CH:78]=2)[CH2:70]1)(=[O:68])=[O:67].